Dataset: Reaction yield outcomes from USPTO patents with 853,638 reactions. Task: Predict the reaction yield, written as a fraction of the theoretical maximum amount of product (1.0 means a 100% yield; for example, 0.34 means a 34% yield). (1) The reactants are O[C:2]1([C:22]2[CH:27]=[CH:26][CH:25]=[CH:24][CH:23]=2)[CH2:21][CH2:20][C@H:5]2[N:6](CC3C=CC(OC)=CC=3)[C:7](=[O:10])[N:8]([CH3:9])[C@@H:4]2[CH2:3]1. The catalyst is C(O)(C(F)(F)F)=O. The product is [CH3:9][N:8]1[C@@H:4]2[CH:3]=[C:2]([C:22]3[CH:27]=[CH:26][CH:25]=[CH:24][CH:23]=3)[CH2:21][CH2:20][C@H:5]2[NH:6][C:7]1=[O:10]. The yield is 0.500. (2) The reactants are [F:1][C:2]1([F:48])[CH2:7][CH2:6][CH:5]([C:8]2[C:17]3[CH:16]([O:18][CH2:19][C:20]4[CH:25]=[CH:24][C:23]([O:26][CH3:27])=[CH:22][CH:21]=4)[CH2:15][C:14]([CH3:29])([CH3:28])[CH2:13][C:12]=3[N:11]=[C:10]([CH:30]3[CH2:35][CH2:34][NH:33][CH2:32][CH2:31]3)[C:9]=2[CH:36]([F:47])[C:37]2[CH:42]=[CH:41][C:40]([C:43]([F:46])([F:45])[F:44])=[CH:39][CH:38]=2)[CH2:4][CH2:3]1.[Br:49][C:50]1[CH:51]=[N:52][C:53](Cl)=[N:54][CH:55]=1.C(N(C(C)C)CC)(C)C.Cl. The catalyst is O1CCOCC1. The product is [Br:49][C:50]1[CH:51]=[N:52][C:53]([N:33]2[CH2:34][CH2:35][CH:30]([C:10]3[C:9]([CH:36]([F:47])[C:37]4[CH:38]=[CH:39][C:40]([C:43]([F:45])([F:46])[F:44])=[CH:41][CH:42]=4)=[C:8]([CH:5]4[CH2:6][CH2:7][C:2]([F:1])([F:48])[CH2:3][CH2:4]4)[C:17]4[CH:16]([O:18][CH2:19][C:20]5[CH:21]=[CH:22][C:23]([O:26][CH3:27])=[CH:24][CH:25]=5)[CH2:15][C:14]([CH3:28])([CH3:29])[CH2:13][C:12]=4[N:11]=3)[CH2:31][CH2:32]2)=[N:54][CH:55]=1. The yield is 0.860. (3) The reactants are CS(O[CH:6]([C:8]1[CH:13]=[C:12]([N:14]([CH2:23][O:24][CH2:25][CH2:26][Si:27]([CH3:30])([CH3:29])[CH3:28])[CH2:15][O:16][CH2:17][CH2:18][Si:19]([CH3:22])([CH3:21])[CH3:20])[N:11]2[N:31]=[CH:32][C:33]([C:34]3[CH:35]=[N:36][C:37]4[C:42]([CH:43]=3)=[CH:41][C:40]([F:44])=[CH:39][CH:38]=4)=[C:10]2[N:9]=1)[CH3:7])(=O)=O.C(N(CC)C(C)C)(C)C.[N-:54]=[N+:55]=[N-:56].[Na+]. The catalyst is CS(C)=O. The product is [N:54]([CH:6]([C:8]1[CH:13]=[C:12]([N:14]([CH2:23][O:24][CH2:25][CH2:26][Si:27]([CH3:29])([CH3:28])[CH3:30])[CH2:15][O:16][CH2:17][CH2:18][Si:19]([CH3:20])([CH3:21])[CH3:22])[N:11]2[N:31]=[CH:32][C:33]([C:34]3[CH:35]=[N:36][C:37]4[C:42]([CH:43]=3)=[CH:41][C:40]([F:44])=[CH:39][CH:38]=4)=[C:10]2[N:9]=1)[CH3:7])=[N+:55]=[N-:56]. The yield is 0.990. (4) The reactants are [CH3:1][CH:2]([O:4][C:5]1[CH:6]=[C:7]([CH2:11][CH2:12][C:13](OC)=O)[CH:8]=[CH:9][CH:10]=1)[CH3:3].[H-].[Na+].[C:19](#[N:21])[CH3:20].Cl.[NH2:23][NH2:24]. The catalyst is O1CCOCC1.C(O)C. The product is [CH3:1][CH:2]([O:4][C:5]1[CH:6]=[C:7]([CH2:11][CH2:12][C:13]2[NH:24][N:23]=[C:19]([NH2:21])[CH:20]=2)[CH:8]=[CH:9][CH:10]=1)[CH3:3]. The yield is 0.390.